From a dataset of Reaction yield outcomes from USPTO patents with 853,638 reactions. Predict the reaction yield, written as a fraction of the theoretical maximum amount of product (1.0 means a 100% yield; for example, 0.34 means a 34% yield). (1) The reactants are Br[C:2]1[CH:7]=[CH:6][C:5]([S:8]([N:11]([C:13]2[CH:32]=[CH:31][C:16]3[N:17]([CH2:24][CH:25]4[CH2:30][CH2:29][CH2:28][CH2:27][CH2:26]4)[C:18]([C:20]([CH3:23])([CH3:22])[CH3:21])=[N:19][C:15]=3[CH:14]=2)[CH3:12])(=[O:10])=[O:9])=[CH:4][CH:3]=1.C(CN)O.[CH3:37][N:38](C=O)[CH3:39]. No catalyst specified. The product is [C:20]([C:18]1[N:17]([CH2:24][CH:25]2[CH2:30][CH2:29][CH2:28][CH2:27][CH2:26]2)[C:16]2[CH:31]=[CH:32][C:13]([N:11]([CH3:12])[S:8]([C:5]3[CH:6]=[CH:7][C:2]([N:38]([CH3:39])[CH3:37])=[CH:3][CH:4]=3)(=[O:10])=[O:9])=[CH:14][C:15]=2[N:19]=1)([CH3:23])([CH3:22])[CH3:21]. The yield is 0.340. (2) The product is [C:1]([N:4]1[CH2:9][CH2:8][C:7]2[N:10]([CH:25]3[CH2:26][CH2:27][O:28][CH2:29][CH2:30]3)[N:11]=[C:12]([N:13]3[C:22]4[C:17](=[CH:18][C:19]([Br:31])=[C:20]([C:23]#[N:24])[CH:21]=4)[CH2:16][CH2:15][CH2:14]3)[C:6]=2[CH2:5]1)(=[O:3])[CH3:2]. The catalyst is C(Cl)Cl. The reactants are [C:1]([N:4]1[CH2:9][CH2:8][C:7]2[N:10]([CH:25]3[CH2:30][CH2:29][O:28][CH2:27][CH2:26]3)[N:11]=[C:12]([N:13]3[C:22]4[C:17](=[CH:18][CH:19]=[C:20]([C:23]#[N:24])[CH:21]=4)[CH2:16][CH2:15][CH2:14]3)[C:6]=2[CH2:5]1)(=[O:3])[CH3:2].[Br:31]N1C(=O)CCC1=O. The yield is 0.930. (3) The reactants are Cl[C:2]1[CH:7]=[C:6]([Cl:8])[N:5]=[CH:4][N:3]=1.[C:9]1([C@@H:15]([NH2:17])[CH3:16])[CH:14]=[CH:13][CH:12]=[CH:11][CH:10]=1. The catalyst is CC#N. The product is [Cl:8][C:6]1[N:5]=[CH:4][N:3]=[C:2]([NH:17][C@H:15]([C:9]2[CH:14]=[CH:13][CH:12]=[CH:11][CH:10]=2)[CH3:16])[CH:7]=1. The yield is 0.800. (4) The reactants are [N:1]1[CH:6]=[CH:5][CH:4]=[CH:3][C:2]=1[C:7]1[O:11][N:10]=[C:9]([C:12]([O:14][CH2:15][CH3:16])=[O:13])[CH:8]=1.[Br:17]N1C(=O)CCC1=O. The catalyst is FC(F)(F)C(O)=O.C(OCC)(=O)C. The product is [Br:17][C:8]1[C:9]([C:12]([O:14][CH2:15][CH3:16])=[O:13])=[N:10][O:11][C:7]=1[C:2]1[CH:3]=[CH:4][CH:5]=[CH:6][N:1]=1. The yield is 0.690. (5) The reactants are [NH2:1][C:2]1[CH:3]=[CH:4][C:5]2[O:10][CH2:9][CH2:8][N:7]([C:11]3[S:12][C:13]4[C:14](=[O:22])[NH:15][C:16]([CH3:21])([CH3:20])[CH2:17][C:18]=4[N:19]=3)[C:6]=2[CH:23]=1.CC[N:26]([CH:30]([CH3:32])C)[CH:27]([CH3:29])[CH3:28].Cl[C:34]1[C:39]([N+]([O-])=O)=CC=C[N:35]=1.C(Cl)CCl.C1C=CC2N(O)N=NC=2C=1.C([O-])(O)=O.[Na+]. The catalyst is CCO.C(Cl)Cl.CC(O)=O.O. The product is [CH3:20][C:16]1([CH3:21])[NH:15][C:14](=[O:22])[C:13]2[S:12][C:11]([N:7]3[C:6]4[CH:23]=[C:2]([N:1]5[C:28]6=[N:35][CH:34]=[CH:39][CH:29]=[C:27]6[N:26]=[C:30]5[CH3:32])[CH:3]=[CH:4][C:5]=4[O:10][CH2:9][CH2:8]3)=[N:19][C:18]=2[CH2:17]1. The yield is 0.200. (6) The reactants are [Cl:1][C:2]1[C:3]2[C:7]([CH:8]=[CH:9][CH:10]=1)=[N:6][N:5]1[C:11](=[O:28])[CH:12]=[C:13]([CH:15]3[CH2:20][CH2:19][N:18](C(OC(C)(C)C)=O)[CH2:17][CH2:16]3)[NH:14][C:4]=21. The catalyst is Cl.O1CCOCC1. The product is [ClH:1].[Cl:1][C:2]1[C:3]2[C:7]([CH:8]=[CH:9][CH:10]=1)=[N:6][N:14]1[C:13]([CH:15]3[CH2:20][CH2:19][NH:18][CH2:17][CH2:16]3)=[CH:12][C:11](=[O:28])[NH:5][C:4]=21. The yield is 1.00.